Dataset: NCI-60 drug combinations with 297,098 pairs across 59 cell lines. Task: Regression. Given two drug SMILES strings and cell line genomic features, predict the synergy score measuring deviation from expected non-interaction effect. Drug 1: CCCCCOC(=O)NC1=NC(=O)N(C=C1F)C2C(C(C(O2)C)O)O. Cell line: OVCAR3. Synergy scores: CSS=5.04, Synergy_ZIP=2.26, Synergy_Bliss=3.18, Synergy_Loewe=-12.6, Synergy_HSA=-4.99. Drug 2: C1=CC=C(C=C1)NC(=O)CCCCCCC(=O)NO.